This data is from Reaction yield outcomes from USPTO patents with 853,638 reactions. The task is: Predict the reaction yield, written as a fraction of the theoretical maximum amount of product (1.0 means a 100% yield; for example, 0.34 means a 34% yield). (1) The reactants are [NH2:1][C:2]1[CH:3]=[CH:4][C:5]([CH:9]([CH3:13])[C:10]([OH:12])=O)=[N:6][C:7]=1[Br:8].[CH3:14][CH:15]1[CH2:20][CH2:19][N:18]([C:21]2[C:26]([CH2:27][NH2:28])=[CH:25][CH:24]=[C:23]([C:29]([F:32])([F:31])[F:30])[N:22]=2)[CH2:17][CH2:16]1.C(N=C=NCCCN(C)C)C.ON1C2C=CC=CC=2N=N1.C(N(CC)CC)C. The catalyst is O1CCOCC1. The product is [NH2:1][C:2]1[CH:3]=[CH:4][C:5]([CH:9]([CH3:13])[C:10]([NH:28][CH2:27][C:26]2[C:21]([N:18]3[CH2:19][CH2:20][CH:15]([CH3:14])[CH2:16][CH2:17]3)=[N:22][C:23]([C:29]([F:32])([F:30])[F:31])=[CH:24][CH:25]=2)=[O:12])=[N:6][C:7]=1[Br:8]. The yield is 0.540. (2) The reactants are C(O[C:6]([N:8]1[CH2:13][CH2:12][CH:11]([CH2:14][O:15][C:16]2[CH:25]=[C:24]3[C:19]([C:20]([O:26][C:27]4[CH:32]=[CH:31][C:30]([N+:33]([O-:35])=[O:34])=[CH:29][C:28]=4[F:36])=[CH:21][CH:22]=[N:23]3)=[CH:18][C:17]=2[O:37][CH3:38])[CH2:10][CH2:9]1)=O)(C)(C)C.C(O)(C(F)(F)F)=O.[BH-](OC(C)=O)(OC(C)=O)OC(C)=O.[Na+].C=O. The catalyst is C(Cl)Cl. The product is [F:36][C:28]1[CH:29]=[C:30]([N+:33]([O-:35])=[O:34])[CH:31]=[CH:32][C:27]=1[O:26][C:20]1[C:19]2[C:24](=[CH:25][C:16]([O:15][CH2:14][CH:11]3[CH2:12][CH2:13][N:8]([CH3:6])[CH2:9][CH2:10]3)=[C:17]([O:37][CH3:38])[CH:18]=2)[N:23]=[CH:22][CH:21]=1. The yield is 0.930. (3) The reactants are [CH3:1][O:2][C:3]1[CH:8]=[C:7]([C:9]([O:11][CH3:12])=[O:10])[C:6]([N+:13]([O-])=O)=[CH:5][N:4]=1.[Cl-].[NH4+].C(=O)([O-])O.[Na+]. The catalyst is CO.[Fe]. The product is [NH2:13][C:6]1[C:7]([C:9]([O:11][CH3:12])=[O:10])=[CH:8][C:3]([O:2][CH3:1])=[N:4][CH:5]=1. The yield is 0.840. (4) The reactants are [CH3:1][O:2][C:3](=[O:23])[CH2:4][CH2:5][CH2:6][CH2:7][C:8](=[O:22])[NH:9][CH2:10][C:11]([C:13]1[CH:18]=[C:17]([Cl:19])[CH:16]=[CH:15][C:14]=1[O:20][CH3:21])=O. The catalyst is CN(C)C1C=CN=CC=1.C(Cl)Cl. The product is [CH3:1][O:2][C:3](=[O:23])[CH2:4][CH2:5][CH2:6][CH2:7][C:8]1[O:22][C:11]([C:13]2[CH:18]=[C:17]([Cl:19])[CH:16]=[CH:15][C:14]=2[O:20][CH3:21])=[CH:10][N:9]=1. The yield is 0.490. (5) The reactants are [C:1]([NH2:5])([CH3:4])([CH3:3])[CH3:2].[Cl:6][CH2:7][CH2:8][CH2:9][S:10](Cl)(=[O:12])=[O:11]. The catalyst is C1COCC1. The product is [C:1]([NH:5][S:10]([CH2:9][CH2:8][CH2:7][Cl:6])(=[O:12])=[O:11])([CH3:4])([CH3:3])[CH3:2]. The yield is 0.990. (6) The reactants are [Cl:1][C:2]1[CH:3]=[N+:4]([O-:27])[CH:5]=[C:6]([Cl:26])[C:7]=1[CH2:8][C@@H:9]([C:11]1[CH:16]=[CH:15][C:14]([O:17][CH:18]([F:20])[F:19])=[C:13]([O:21][CH2:22][CH:23]2[CH2:25][CH2:24]2)[CH:12]=1)[OH:10].[CH:28]1([CH2:31][O:32][C:33]2[CH:34]=[C:35]([CH:39]=[CH:40][C:41]=2[CH:42]=[O:43])[C:36](O)=[O:37])[CH2:30][CH2:29]1.CCN=C=NCCCN(C)C.Cl. The catalyst is C(Cl)Cl.CN(C1C=CN=CC=1)C.O. The product is [Cl:1][C:2]1[CH:3]=[N+:4]([O-:27])[CH:5]=[C:6]([Cl:26])[C:7]=1[CH2:8][C@@H:9]([C:11]1[CH:16]=[CH:15][C:14]([O:17][CH:18]([F:20])[F:19])=[C:13]([O:21][CH2:22][CH:23]2[CH2:25][CH2:24]2)[CH:12]=1)[O:10][C:36](=[O:37])[C:35]1[CH:39]=[CH:40][C:41]([CH:42]=[O:43])=[C:33]([O:32][CH2:31][CH:28]2[CH2:30][CH2:29]2)[CH:34]=1. The yield is 0.675. (7) The reactants are Cl.[CH2:2]([O:9][C:10](=[O:13])[CH2:11][NH2:12])[C:3]1[CH:8]=[CH:7][CH:6]=[CH:5][CH:4]=1.[Br:14][C:15]1[CH:22]=[CH:21][C:18]([CH:19]=O)=[CH:17][CH:16]=1.C(O)(=O)C.C(O[BH-](OC(=O)C)OC(=O)C)(=O)C.[Na+].C([O-])(O)=O.[Na+]. The catalyst is ClCCCl. The product is [Br:14][C:15]1[CH:22]=[CH:21][C:18]([CH2:19][NH:12][CH2:11][C:10]([O:9][CH2:2][C:3]2[CH:8]=[CH:7][CH:6]=[CH:5][CH:4]=2)=[O:13])=[CH:17][CH:16]=1. The yield is 0.640. (8) The reactants are [NH2:1][C:2]1[CH:3]=[C:4]([CH:21]=[CH:22][CH:23]=1)[O:5][C:6]1[CH:7]=[CH:8][C:9]2[N:10]([CH:12]=[C:13]([NH:15][C:16]([CH:18]3[CH2:20][CH2:19]3)=[O:17])[N:14]=2)[N:11]=1.[CH3:24][C:25]1[N:30]=[C:29]([C:31](O)=[O:32])[CH:28]=[CH:27][CH:26]=1.Cl.CN(C)CCCN=C=NCC.ON1C2C=CC=CC=2N=N1.C(N(CC)CC)C. The catalyst is CN(C)C=O. The product is [CH:18]1([C:16]([NH:15][C:13]2[N:14]=[C:9]3[CH:8]=[CH:7][C:6]([O:5][C:4]4[CH:3]=[C:2]([NH:1][C:31]([C:29]5[CH:28]=[CH:27][CH:26]=[C:25]([CH3:24])[N:30]=5)=[O:32])[CH:23]=[CH:22][CH:21]=4)=[N:11][N:10]3[CH:12]=2)=[O:17])[CH2:20][CH2:19]1. The yield is 0.720. (9) The reactants are [CH3:1][C:2]1[C:3]([C:12]2[N:13]=[CH:14][C:15]([NH2:18])=[N:16][CH:17]=2)=[CH:4][C:5]2[O:10][CH2:9][CH2:8][O:7][C:6]=2[CH:11]=1.[Cl-].[F:20][C:21]1[CH:26]=[CH:25][CH:24]=[C:23]([F:27])[CH:22]=1.[CH:28](N(C(C)C)CC)(C)C.[OH-:37].[Na+]. The catalyst is C(Cl)Cl.CN(C)C1C=CN=CC=1. The product is [F:20][C:21]1[CH:26]=[CH:25][CH:24]=[C:23]([F:27])[C:22]=1[C:28]([NH:18][C:15]1[CH:14]=[N:13][C:12]([C:3]2[C:2]([CH3:1])=[CH:11][C:6]3[O:7][CH2:8][CH2:9][O:10][C:5]=3[CH:4]=2)=[CH:17][N:16]=1)=[O:37]. The yield is 0.0900. (10) The reactants are [F:1][C:2]1[CH:7]=[CH:6][C:5]([C:8]2[S:9][C:10]3[N:11]=[C:12]([NH2:23])[N:13]=[C:14]([N:17]4[CH2:22][CH2:21][NH:20][CH2:19][CH2:18]4)[C:15]=3[N:16]=2)=[CH:4][CH:3]=1.N1C=CC=CC=1.[Cl:30][C:31]1[CH:41]=[CH:40][C:34]([O:35][CH2:36][C:37](Cl)=[O:38])=[CH:33][CH:32]=1. The catalyst is CN(C=O)C. The product is [NH2:23][C:12]1[N:13]=[C:14]([N:17]2[CH2:18][CH2:19][N:20]([C:37](=[O:38])[CH2:36][O:35][C:34]3[CH:40]=[CH:41][C:31]([Cl:30])=[CH:32][CH:33]=3)[CH2:21][CH2:22]2)[C:15]2[N:16]=[C:8]([C:5]3[CH:6]=[CH:7][C:2]([F:1])=[CH:3][CH:4]=3)[S:9][C:10]=2[N:11]=1. The yield is 0.530.